Regression. Given a peptide amino acid sequence and an MHC pseudo amino acid sequence, predict their binding affinity value. This is MHC class I binding data. From a dataset of Peptide-MHC class I binding affinity with 185,985 pairs from IEDB/IMGT. (1) The peptide sequence is SEAREHLKNG. The MHC is HLA-B40:01 with pseudo-sequence HLA-B40:01. The binding affinity (normalized) is 0.0222. (2) The peptide sequence is NRTVEEINR. The MHC is Mamu-B8301 with pseudo-sequence Mamu-B8301. The binding affinity (normalized) is 0.302.